Dataset: CYP1A2 inhibition data for predicting drug metabolism from PubChem BioAssay. Task: Regression/Classification. Given a drug SMILES string, predict its absorption, distribution, metabolism, or excretion properties. Task type varies by dataset: regression for continuous measurements (e.g., permeability, clearance, half-life) or binary classification for categorical outcomes (e.g., BBB penetration, CYP inhibition). Dataset: cyp1a2_veith. (1) The molecule is Cc1nn(C)c(C(=O)NNC(=S)Nc2ccc(Cl)cc2)c1[N+](=O)[O-]. The result is 0 (non-inhibitor). (2) The drug is COc1ccccc1-c1ccc2ncnc(N(C)Cc3ccco3)c2c1. The result is 1 (inhibitor). (3) The result is 0 (non-inhibitor). The molecule is O=C(Nc1cccc2ccccc12)c1nn(C23CC4CC(CC(C4)C2)C3)cc1Br. (4) The drug is N#CC(C#N)=Cc1cc(O)c(O)c(O)c1. The result is 0 (non-inhibitor). (5) The drug is Cc1ccc(/C=N/n2c(COc3ccccc3)n[nH]c2=S)s1. The result is 1 (inhibitor). (6) The drug is Cc1ccccc1CSc1nnc(-c2cccs2)n1Cc1ccco1. The result is 1 (inhibitor). (7) The compound is COCC(=O)N1CCC2(CC1)CN(C(c1ccccc1)c1ccccc1)C2. The result is 0 (non-inhibitor).